Task: Predict which catalyst facilitates the given reaction.. Dataset: Catalyst prediction with 721,799 reactions and 888 catalyst types from USPTO (1) The catalyst class is: 88. Product: [CH2:37]([C:34]1[O:35][CH:36]=[C:32]([C:29]2[CH:28]=[CH:27][C:26]([O:25][C:22]3[CH:21]=[CH:20][C:19]([CH:17]([OH:18])[CH2:16][C:5]([NH:4][C:1](=[O:3])[CH3:2])([CH2:11][OH:12])[CH2:6][OH:7])=[CH:24][CH:23]=3)=[CH:31][CH:30]=2)[N:33]=1)[CH3:38]. Reactant: [C:1]([NH:4][C:5]([CH2:16][C:17]([C:19]1[CH:24]=[CH:23][C:22]([O:25][C:26]2[CH:31]=[CH:30][C:29]([C:32]3[N:33]=[C:34]([CH2:37][CH3:38])[O:35][CH:36]=3)=[CH:28][CH:27]=2)=[CH:21][CH:20]=1)=[O:18])([C:11](OCC)=[O:12])[C:6](OCC)=[O:7])(=[O:3])[CH3:2].OP([O-])([O-])=O.[K+].[K+].[BH4-].[Na+].[OH-].[Na+]. (2) Reactant: [Br:1][C:2]1[CH:3]=[C:4]([CH:8]=[C:9]([Br:11])[CH:10]=1)[C:5]([OH:7])=O.[NH2:12][C:13]1[CH:18]=[CH:17][CH:16]=[CH:15][C:14]=1[CH2:19][C:20]([O:22][C:23]([CH3:26])([CH3:25])[CH3:24])=[O:21].CN(C(ON1N=NC2C=CC=NC1=2)=[N+](C)C)C.F[P-](F)(F)(F)(F)F. Product: [Br:11][C:9]1[CH:8]=[C:4]([CH:3]=[C:2]([Br:1])[CH:10]=1)[C:5]([NH:12][C:13]1[CH:18]=[CH:17][CH:16]=[CH:15][C:14]=1[CH2:19][C:20]([O:22][C:23]([CH3:26])([CH3:25])[CH3:24])=[O:21])=[O:7]. The catalyst class is: 3. (3) Reactant: [Cl:1][C:2]1[CH:16]=[CH:15][C:14]2[N:13]3[C:9](=[N:10][N:11]=[C:12]3[CH:17]3[CH2:22][CH2:21][N:20]([C:23]4[CH:28]=[CH:27][CH:26]=[CH:25][N:24]=4)[CH2:19][CH2:18]3)C[CH2:7][N:6]([CH3:29])[CH2:5][C:4]=2[CH:3]=1. The catalyst class is: 51. Product: [NH3:6].[Cl:1][C:2]1[CH:16]=[CH:15][C:14]2[N:13]3[C:9]([CH2:29][N:6]([CH3:7])[CH2:5][C:4]=2[CH:3]=1)=[N:10][N:11]=[C:12]3[CH:17]1[CH2:18][CH2:19][N:20]([C:23]2[CH:28]=[CH:27][CH:26]=[CH:25][N:24]=2)[CH2:21][CH2:22]1.